Dataset: Catalyst prediction with 721,799 reactions and 888 catalyst types from USPTO. Task: Predict which catalyst facilitates the given reaction. (1) Reactant: C([O:8][C:9](=[O:21])[C:10]1[C:15]([F:16])=[CH:14][CH:13]=[C:12]([N+:17]([O-:19])=[O:18])[C:11]=1[F:20])C1C=CC=CC=1.[OH-].[Na+].Cl. Product: [F:20][C:11]1[C:12]([N+:17]([O-:19])=[O:18])=[CH:13][CH:14]=[C:15]([F:16])[C:10]=1[C:9]([OH:21])=[O:8]. The catalyst class is: 30. (2) Reactant: [CH3:1][C:2]1[N:7]=[C:6]([C:8]([O:10]C)=[O:9])[C:5]([C:12]2[S:13][CH:14]=[C:15]([CH3:17])[N:16]=2)=[CH:4][CH:3]=1.[Li+:18].[OH-]. Product: [Li+:18].[CH3:1][C:2]1[N:7]=[C:6]([C:8]([O-:10])=[O:9])[C:5]([C:12]2[S:13][CH:14]=[C:15]([CH3:17])[N:16]=2)=[CH:4][CH:3]=1. The catalyst class is: 88. (3) Reactant: [NH2:1][C@H:2]([C:6]([CH3:9])([SH:8])[CH3:7])[C:3]([OH:5])=[O:4].FC(F)(F)C(O)=O.[CH3:17][O:18][C:19]1[CH:26]=[C:25]([O:27][CH3:28])[CH:24]=[C:23]([O:29][CH3:30])[C:20]=1[CH2:21]O. Product: [NH2:1][C@H:2]([C:6]([CH3:9])([S:8][CH2:21][C:20]1[C:23]([O:29][CH3:30])=[CH:24][C:25]([O:27][CH3:28])=[CH:26][C:19]=1[O:18][CH3:17])[CH3:7])[C:3]([OH:5])=[O:4]. The catalyst class is: 2. (4) Reactant: O1CCCC1.Br[C:7]1[CH:12]=[CH:11][C:10]([F:13])=[CH:9][CH:8]=1.C([Li])CCC.[CH3:19][CH:20]1[CH2:25][C:24](=[O:26])[CH2:23][CH2:22][N:21]1[C:27]([O:29][C:30]([CH3:33])([CH3:32])[CH3:31])=[O:28]. Product: [F:13][C:10]1[CH:11]=[CH:12][C:7]([C:24]2([OH:26])[CH2:23][CH2:22][N:21]([C:27]([O:29][C:30]([CH3:32])([CH3:31])[CH3:33])=[O:28])[CH:20]([CH3:19])[CH2:25]2)=[CH:8][CH:9]=1. The catalyst class is: 84. (5) Reactant: N[C:2]1[CH:7]=[CH:6][C:5]([C:8]([N:10]2[CH2:15][CH2:14][O:13][CH2:12][CH2:11]2)=[O:9])=[CH:4][C:3]=1[C:16]([F:19])([F:18])[F:17].OS(O)(=O)=O.N([O-])=O.[Na+].[BrH:29]. The catalyst class is: 6. Product: [Br:29][C:2]1[CH:7]=[CH:6][C:5]([C:8]([N:10]2[CH2:15][CH2:14][O:13][CH2:12][CH2:11]2)=[O:9])=[CH:4][C:3]=1[C:16]([F:19])([F:18])[F:17]. (6) Reactant: [CH:1]([C:3]1[C:4]([C:11]2[CH:16]=[CH:15][C:14]([O:17][CH:18]([CH3:20])[CH3:19])=[C:13]([CH3:21])[CH:12]=2)=[N:5][N:6]([CH3:10])[C:7]=1[O:8][CH3:9])=O.C([SiH](CC)CC)C. Product: [CH3:10][N:6]1[C:7]([O:8][CH3:9])=[C:3]([CH3:1])[C:4]([C:11]2[CH:16]=[CH:15][C:14]([O:17][CH:18]([CH3:19])[CH3:20])=[C:13]([CH3:21])[CH:12]=2)=[N:5]1. The catalyst class is: 55. (7) Reactant: Br[C:2]1[O:6][C:5]([C:7]([NH2:9])=[O:8])=[CH:4][CH:3]=1.[C:10]([C:14]1[CH:15]=[C:16]2[C:21](=[C:22]([F:24])[CH:23]=1)[C:20](=[O:25])[N:19]([C:26]1[CH:36]=[CH:35][CH:34]=[C:33](B3OC(C)(C)C(C)(C)O3)[C:27]=1[CH2:28][O:29][C:30](=[O:32])[CH3:31])[N:18]=[CH:17]2)([CH3:13])([CH3:12])[CH3:11].CC(C1C=C(C(C)C)C(C2C=CC=CC=2P(C2CCCCC2)C2CCCCC2)=C(C(C)C)C=1)C.P([O-])([O-])([O-])=O.[K+].[K+].[K+]. Product: [C:10]([C:14]1[CH:15]=[C:16]2[C:21](=[C:22]([F:24])[CH:23]=1)[C:20](=[O:25])[N:19]([C:26]1[CH:36]=[CH:35][CH:34]=[C:33]([C:2]3[O:6][C:5]([C:7](=[O:8])[NH2:9])=[CH:4][CH:3]=3)[C:27]=1[CH2:28][O:29][C:30](=[O:32])[CH3:31])[N:18]=[CH:17]2)([CH3:11])([CH3:12])[CH3:13]. The catalyst class is: 333.